Dataset: NCI-60 drug combinations with 297,098 pairs across 59 cell lines. Task: Regression. Given two drug SMILES strings and cell line genomic features, predict the synergy score measuring deviation from expected non-interaction effect. Drug 1: C1=CC(=CC=C1CCCC(=O)O)N(CCCl)CCCl. Drug 2: CC(C)CN1C=NC2=C1C3=CC=CC=C3N=C2N. Cell line: MDA-MB-231. Synergy scores: CSS=17.6, Synergy_ZIP=-7.35, Synergy_Bliss=-8.59, Synergy_Loewe=-8.50, Synergy_HSA=-8.21.